The task is: Regression. Given two drug SMILES strings and cell line genomic features, predict the synergy score measuring deviation from expected non-interaction effect.. This data is from NCI-60 drug combinations with 297,098 pairs across 59 cell lines. Drug 1: C1CN1P(=S)(N2CC2)N3CC3. Drug 2: C(CC(=O)O)C(=O)CN.Cl. Cell line: MALME-3M. Synergy scores: CSS=10.2, Synergy_ZIP=-5.26, Synergy_Bliss=-0.445, Synergy_Loewe=-1.85, Synergy_HSA=-0.0712.